This data is from Catalyst prediction with 721,799 reactions and 888 catalyst types from USPTO. The task is: Predict which catalyst facilitates the given reaction. (1) Reactant: [Br:1][C:2]1[CH:27]=[CH:26][C:5]([CH2:6][N:7]2[C:11]3[CH:12]=[C:13]([OH:16])[CH:14]=[CH:15][C:10]=3[N:9]=[C:8]2[CH2:17][C:18]([CH3:25])([CH3:24])[C:19]([O:21][CH2:22][CH3:23])=[O:20])=[CH:4][CH:3]=1.C(=O)([O-])[O-].[Cs+].[Cs+].Cl.Cl[CH2:36][C:37]1[CH:42]=[CH:41][C:40]([CH3:43])=[CH:39][N:38]=1. Product: [Br:1][C:2]1[CH:3]=[CH:4][C:5]([CH2:6][N:7]2[C:11]3[CH:12]=[C:13]([O:16][CH2:36][C:37]4[CH:42]=[CH:41][C:40]([CH3:43])=[CH:39][N:38]=4)[CH:14]=[CH:15][C:10]=3[N:9]=[C:8]2[CH2:17][C:18]([CH3:24])([CH3:25])[C:19]([O:21][CH2:22][CH3:23])=[O:20])=[CH:26][CH:27]=1. The catalyst class is: 3. (2) Reactant: Br[C:2]1[CH:7]=[CH:6][C:5]([Cl:8])=[C:4]([F:9])[CH:3]=1.[C:10]([CH2:13]C(=O)C)(=[O:12])[CH3:11].P([O-])([O-])([O-])=O.[K+].[K+].[K+].Cl. Product: [Cl:8][C:5]1[CH:6]=[CH:7][C:2]([CH2:11][C:10](=[O:12])[CH3:13])=[CH:3][C:4]=1[F:9]. The catalyst class is: 156. (3) Reactant: Cl.[C:2]([C:5]1[CH:32]=[CH:31][C:8]([CH2:9][N:10]2[CH2:15][CH2:14][N:13]([S:16]([C:19]3[CH2:20][O:21][C:22]4[CH:28]=[C:27]([Cl:29])[CH:26]=[CH:25][C:23]=4[CH:24]=3)(=[O:18])=[O:17])[CH2:12][C:11]2=[O:30])=[CH:7][CH:6]=1)(=[NH:4])[NH2:3].C(N(CC)CC)C.[C:40](Cl)(=[O:43])[O:41][CH3:42]. Product: [Cl:29][C:27]1[CH:26]=[CH:25][C:23]2[CH:24]=[C:19]([S:16]([N:13]3[CH2:14][CH2:15][N:10]([CH2:9][C:8]4[CH:7]=[CH:6][C:5]([C:2](=[NH:3])[NH:4][C:40]([O:41][CH3:42])=[O:43])=[CH:32][CH:31]=4)[C:11](=[O:30])[CH2:12]3)(=[O:18])=[O:17])[CH2:20][O:21][C:22]=2[CH:28]=1. The catalyst class is: 4. (4) Reactant: Cl[C:2]1([C:8]([N:10]2[CH2:15][CH2:14][CH2:13][CH2:12][CH2:11]2)=[O:9])[CH:7]=[CH:6][CH:5]=[CH:4][NH:3]1.C(=[NH:29])(C1C=CC=CC=1)C1C=CC=CC=1.C1(P(C2C=CC=CC=2)C2C=CC3C(=CC=CC=3)C=2C2C3C(=CC=CC=3)C=CC=2P(C2C=CC=CC=2)C2C=CC=CC=2)C=CC=CC=1.CC(C)([O-])C.[Na+].Cl. Product: [NH2:29][C:2]1([C:8]([N:10]2[CH2:15][CH2:14][CH2:13][CH2:12][CH2:11]2)=[O:9])[CH:7]=[CH:6][CH:5]=[CH:4][NH:3]1. The catalyst class is: 207. (5) Reactant: Cl[C:2]1[CH:7]=[C:6]([C:8]2[C:9]([C:17]3[S:18][C:19]([Cl:22])=[CH:20][CH:21]=3)=[N:10][N:11]([CH:13]([CH2:15][CH3:16])[CH3:14])[CH:12]=2)[CH:5]=[CH:4][N:3]=1.[BrH:23].C(=O)([O-])[O-].[K+].[K+]. Product: [Br:23][C:2]1[CH:7]=[C:6]([C:8]2[C:9]([C:17]3[S:18][C:19]([Cl:22])=[CH:20][CH:21]=3)=[N:10][N:11]([CH:13]([CH2:15][CH3:16])[CH3:14])[CH:12]=2)[CH:5]=[CH:4][N:3]=1. The catalyst class is: 15. (6) Reactant: [CH2:1]([C:9]1[C:10]([C:22]([F:25])([F:24])[F:23])=[C:11]2[C:15]3=[C:16]([CH2:18][NH:19][CH2:20][CH2:21][N:14]3[CH:13]=[CH:12]2)[CH:17]=1)[CH2:2][C:3]1[CH:8]=[CH:7][CH:6]=[CH:5][CH:4]=1.[CH3:26][S:27](Cl)(=[O:29])=[O:28].C(N(C(C)C)CC)(C)C. Product: [CH3:26][S:27]([CH:20]1[NH:19][CH2:18][C:16]2=[C:15]3[C:11](=[C:10]([C:22]([F:25])([F:24])[F:23])[C:9]([CH2:1][CH2:2][C:3]4[CH:4]=[CH:5][CH:6]=[CH:7][CH:8]=4)=[CH:17]2)[CH:12]=[CH:13][N:14]3[CH2:21]1)(=[O:29])=[O:28]. The catalyst class is: 2. (7) Reactant: [NH2:1][CH2:2][CH2:3][CH2:4][NH:5][C@H:6]1[CH2:10][CH2:9][N:8]([S:11]([C:14]2[C:15]3[C:16]([CH3:24])=[CH:17][N:18]=[CH:19][C:20]=3[CH:21]=[CH:22][CH:23]=2)(=[O:13])=[O:12])[CH2:7]1.C(N(CC)CC)C.[C:32]1([N:38]=[C:39]=[O:40])[CH:37]=[CH:36][CH:35]=[CH:34][CH:33]=1.C(=O)([O-])O.[Na+]. The catalyst class is: 26. Product: [CH3:24][C:16]1[C:15]2[C:14]([S:11]([N:8]3[CH2:9][CH2:10][C@H:6]([NH:5][CH2:4][CH2:3][CH2:2][NH:1][C:39]([NH:38][C:32]4[CH:37]=[CH:36][CH:35]=[CH:34][CH:33]=4)=[O:40])[CH2:7]3)(=[O:13])=[O:12])=[CH:23][CH:22]=[CH:21][C:20]=2[CH:19]=[N:18][CH:17]=1. (8) Reactant: [CH:1]1[C:6]([NH2:7])=[CH:5][CH:4]=[C:3]([NH2:8])[CH:2]=1.[CH:9]1[C:21]2[CH:20]([CH2:22][O:23][C:24](ON3C(=O)CCC3=O)=[O:25])[C:19]3[C:14](=[CH:15][CH:16]=[CH:17][CH:18]=3)[C:13]=2[CH:12]=[CH:11][CH:10]=1. Product: [CH:9]1[C:21]2[CH:20]([CH2:22][O:23][C:24]([NH:7][C:6]3[CH:5]=[CH:4][C:3]([NH2:8])=[CH:2][CH:1]=3)=[O:25])[C:19]3[C:14](=[CH:15][CH:16]=[CH:17][CH:18]=3)[C:13]=2[CH:12]=[CH:11][CH:10]=1. The catalyst class is: 38. (9) Reactant: [NH:1]1[CH:5]=[CH:4][C:3]([C:6]([O:8][CH3:9])=[O:7])=[CH:2]1.[Br:10]N1C(=O)CCC1=O.O. Product: [Br:10][C:5]1[NH:1][CH:2]=[C:3]([C:6]([O:8][CH3:9])=[O:7])[CH:4]=1. The catalyst class is: 860.